Task: Predict the reactants needed to synthesize the given product.. Dataset: Full USPTO retrosynthesis dataset with 1.9M reactions from patents (1976-2016) Given the product [CH3:12][O:13][C:2]([CH3:1])([CH2:9][CH2:10][CH3:11])[CH2:3][CH2:4][CH2:5][C:6](=[O:8])[CH3:7], predict the reactants needed to synthesize it. The reactants are: [CH3:1][C:2]([CH2:9][CH2:10][CH3:11])=[CH:3][CH2:4][CH2:5][C:6](=[O:8])[CH3:7].[CH3:12][OH:13].